This data is from Catalyst prediction with 721,799 reactions and 888 catalyst types from USPTO. The task is: Predict which catalyst facilitates the given reaction. (1) Product: [CH:15]1([C@@H:18]([C:20]2[CH:25]=[CH:24][CH:23]=[CH:22][C:21]=2[F:26])[NH:19][C:11]([C:8]2[CH:9]=[C:10]3[C:5](=[CH:6][CH:7]=2)[NH:4][N:3]=[C:2]3[I:1])=[O:13])[CH2:16][CH2:17]1. Reactant: [I:1][C:2]1[C:10]2[C:5](=[CH:6][CH:7]=[C:8]([C:11]([OH:13])=O)[CH:9]=2)[NH:4][N:3]=1.Cl.[CH:15]1([C@@H:18]([C:20]2[CH:25]=[CH:24][CH:23]=[CH:22][C:21]=2[F:26])[NH2:19])[CH2:17][CH2:16]1.C1N(P(Cl)(N2C(=O)OCC2)=O)C(=O)OC1.CCN(C(C)C)C(C)C. The catalyst class is: 3. (2) Reactant: [NH2:1][C:2]1[N:3]=[CH:4][C:5]([C:12]2[CH:13]=[N:14][N:15]([CH:17]3[CH2:22][CH2:21][N:20]([C:23](=[O:25])[CH3:24])[CH2:19][CH2:18]3)[CH:16]=2)=[C:6]2[CH:10]=[C:9](Cl)[O:8][C:7]=12.O1CCOCC1.[F:32][C:33]1[CH:41]=[C:40]2[C:36]([C:37](B3OC(C)(C)C(C)(C)O3)=[CH:38][N:39]2[Si](C(C)C)(C(C)C)C(C)C)=[CH:35][CH:34]=1.C(=O)([O-])[O-].[K+].[K+]. Product: [NH2:1][C:2]1[N:3]=[CH:4][C:5]([C:12]2[CH:13]=[N:14][N:15]([CH:17]3[CH2:22][CH2:21][N:20]([C:23](=[O:25])[CH3:24])[CH2:19][CH2:18]3)[CH:16]=2)=[C:6]2[CH:10]=[C:9]([C:37]3[C:36]4[C:40](=[CH:41][C:33]([F:32])=[CH:34][CH:35]=4)[NH:39][CH:38]=3)[O:8][C:7]=12. The catalyst class is: 189. (3) Reactant: [CH2:1]([N:3]1[CH2:9][CH2:8][C:7]2[CH:10]=[C:11]([NH2:14])[CH:12]=[CH:13][C:6]=2[CH2:5][CH2:4]1)[CH3:2].Cl[C:16]1[N:21]=[C:20]([NH:22][CH2:23][C:24]([NH:27][S:28]([CH3:31])(=[O:30])=[O:29])([CH3:26])[CH3:25])[C:19]([Cl:32])=[CH:18][N:17]=1.C12(CS(O)(=O)=O)C(C)(C)C(CC1)CC2=O. Product: [Cl:32][C:19]1[C:20]([NH:22][CH2:23][C:24]([NH:27][S:28]([CH3:31])(=[O:30])=[O:29])([CH3:26])[CH3:25])=[N:21][C:16]([NH:14][C:11]2[CH:12]=[CH:13][C:6]3[CH2:5][CH2:4][N:3]([CH2:1][CH3:2])[CH2:9][CH2:8][C:7]=3[CH:10]=2)=[N:17][CH:18]=1. The catalyst class is: 41. (4) Reactant: [F:1][C:2]1[CH:3]=[CH:4][C:5]([OH:16])=[C:6](/[CH:8]=[C:9]2/[C:10](=[O:15])[NH:11][C:12](=[S:14])[S:13]/2)[CH:7]=1.[CH:17](N(C(C)C)CC)(C)C.IC. Product: [F:1][C:2]1[CH:3]=[CH:4][C:5]([OH:16])=[C:6](/[CH:8]=[C:9]2/[C:10](=[O:15])[N:11]=[C:12]([S:14][CH3:17])[S:13]/2)[CH:7]=1. The catalyst class is: 8.